Dataset: Reaction yield outcomes from USPTO patents with 853,638 reactions. Task: Predict the reaction yield, written as a fraction of the theoretical maximum amount of product (1.0 means a 100% yield; for example, 0.34 means a 34% yield). The reactants are [H-].[Al+3].[Li+].[H-].[H-].[H-].[C:7]1([C:13]2([CH2:26][O:27][CH2:28][C:29]3[CH:30]=[C:31]([C:38]([F:41])([F:40])[F:39])[CH:32]=[C:33]4[C:37]=3[NH:36][CH:35]=[CH:34]4)[CH2:18][CH2:17][N:16]([C:19](OC(C)(C)C)=O)[CH2:15][CH2:14]2)[CH:12]=[CH:11][CH:10]=[CH:9][CH:8]=1. The catalyst is O1CCCC1. The product is [CH3:19][N:16]1[CH2:15][CH2:14][C:13]([CH2:26][O:27][CH2:28][C:29]2[CH:30]=[C:31]([C:38]([F:41])([F:39])[F:40])[CH:32]=[C:33]3[C:37]=2[NH:36][CH:35]=[CH:34]3)([C:7]2[CH:8]=[CH:9][CH:10]=[CH:11][CH:12]=2)[CH2:18][CH2:17]1. The yield is 0.679.